Dataset: Reaction yield outcomes from USPTO patents with 853,638 reactions. Task: Predict the reaction yield, written as a fraction of the theoretical maximum amount of product (1.0 means a 100% yield; for example, 0.34 means a 34% yield). (1) The reactants are [Cl:1][C:2]1[C:3]([O:30][CH3:31])=[CH:4][C:5]2[O:10][CH:9]([C:11]([N:13]3[CH2:18][CH2:17][C:16]([CH2:21][C:22]4[CH:27]=[CH:26][C:25]([F:28])=[CH:24][CH:23]=4)([C:19]#[N:20])[CH2:15][CH2:14]3)=[O:12])[CH2:8][NH:7][C:6]=2[CH:29]=1.Br[CH:33]([OH:35])[CH3:34].C([O-])([O-])=O.[K+].[K+]. The catalyst is CN(C=O)C.O. The product is [Cl:1][C:2]1[C:3]([O:30][CH3:31])=[CH:4][C:5]2[O:10][CH:9]([C:11]([N:13]3[CH2:14][CH2:15][C:16]([CH2:21][C:22]4[CH:23]=[CH:24][C:25]([F:28])=[CH:26][CH:27]=4)([C:19]#[N:20])[CH2:17][CH2:18]3)=[O:12])[CH2:8][N:7]([CH2:34][CH2:33][OH:35])[C:6]=2[CH:29]=1. The yield is 0.624. (2) The reactants are [Cl:1][C:2]1[CH:7]=[CH:6][N:5]=[C:4]([C:8](OC)=[O:9])[CH:3]=1.CC(C[AlH]CC(C)C)C.C(=O)=O.CC(C)=O.O. The catalyst is C1COCC1. The product is [Cl:1][C:2]1[CH:7]=[CH:6][N:5]=[C:4]([CH:8]=[O:9])[CH:3]=1. The yield is 0.740. (3) The reactants are [CH2:1]([O:8][C:9]1[CH:14]=[CH:13][CH:12]=[CH:11][C:10]=1[CH2:15][CH2:16][CH2:17][CH2:18][CH2:19][CH2:20][CH2:21][S:22](Cl)(=[O:24])=[O:23])[C:2]1[CH:7]=[CH:6][CH:5]=[CH:4][CH:3]=1.[NH4+].[F-:27]. The catalyst is CC(C)=O. The product is [CH2:1]([O:8][C:9]1[CH:14]=[CH:13][CH:12]=[CH:11][C:10]=1[CH2:15][CH2:16][CH2:17][CH2:18][CH2:19][CH2:20][CH2:21][S:22]([F:27])(=[O:24])=[O:23])[C:2]1[CH:7]=[CH:6][CH:5]=[CH:4][CH:3]=1. The yield is 0.920. (4) The reactants are [NH2:1][C:2]1[N:3]=[CH:4][N:5]([CH2:11][C:12]2[CH:17]=[CH:16][CH:15]=[CH:14][CH:13]=2)[C:6]=1[S:7]([NH2:10])(=[O:9])=[O:8].[CH2:18]([N:25]1[C:34]2[C:29](=[CH:30][CH:31]=[CH:32][CH:33]=2)[C:28](=[O:35])[C:27](=[C:36](SC)SC)[C:26]1=[O:41])[C:19]1[CH:24]=[CH:23][CH:22]=[CH:21][CH:20]=1. The catalyst is C1(C)C=CC=CC=1. The product is [CH2:18]([N:25]1[C:34]2[C:29](=[CH:30][CH:31]=[CH:32][CH:33]=2)[C:28]([OH:35])=[C:27]([C:36]2[NH:1][C:2]3[N:3]=[CH:4][N:5]([CH2:11][C:12]4[CH:13]=[CH:14][CH:15]=[CH:16][CH:17]=4)[C:6]=3[S:7](=[O:9])(=[O:8])[N:10]=2)[C:26]1=[O:41])[C:19]1[CH:20]=[CH:21][CH:22]=[CH:23][CH:24]=1. The yield is 0.500. (5) The reactants are [NH2:1][C:2]1[CH:17]=[C:16]([N+:18]([O-:20])=[O:19])[CH:15]=[CH:14][C:3]=1[C:4]([NH:6][C:7]1[CH:12]=[CH:11][CH:10]=[CH:9][C:8]=1[Cl:13])=[O:5].[Cl:21][CH2:22][C:23](Cl)=O. The catalyst is C(O)(=O)C. The product is [Cl:21][CH2:22][C:23]1[N:6]([C:7]2[CH:12]=[CH:11][CH:10]=[CH:9][C:8]=2[Cl:13])[C:4](=[O:5])[C:3]2[C:2](=[CH:17][C:16]([N+:18]([O-:20])=[O:19])=[CH:15][CH:14]=2)[N:1]=1. The yield is 0.560.